This data is from Forward reaction prediction with 1.9M reactions from USPTO patents (1976-2016). The task is: Predict the product of the given reaction. (1) Given the reactants C1(NC2CCCCC2)CCCCC1.[C:14]([O:18][C:19]([NH:21][C@H:22]([CH2:26][CH:27]=[CH2:28])[C:23]([OH:25])=O)=[O:20])([CH3:17])([CH3:16])[CH3:15].[CH3:29][NH:30][C@H:31]([CH3:40])[C@@H:32]([C:34]1[CH:39]=[CH:38][CH:37]=[CH:36][CH:35]=1)[OH:33], predict the reaction product. The product is: [OH:33][C@H:32]([C:34]1[CH:39]=[CH:38][CH:37]=[CH:36][CH:35]=1)[C@H:31]([N:30]([CH3:29])[C:23](=[O:25])[C@H:22]([NH:21][C:19](=[O:20])[O:18][C:14]([CH3:15])([CH3:16])[CH3:17])[CH2:26][CH:27]=[CH2:28])[CH3:40]. (2) Given the reactants [CH2:1]([C:3]1[CH:4]=[C:5]([CH2:13][CH:14]([NH:20][C:21]([N:23]2[CH2:28][CH2:27][CH:26]([N:29]3[CH2:38][C:37]4[C:32](=[CH:33][CH:34]=[CH:35][CH:36]=4)[NH:31][C:30]3=[O:39])[CH2:25][CH2:24]2)=[O:22])[C:15]2[NH:19][N:18]=[N:17][N:16]=2)[CH:6]=[C:7]2[C:11]=1[NH:10][N:9]=[C:8]2[CH3:12])[CH3:2].C(=O)([O-])[O-].[Na+].[Na+].[CH2:46](Br)[C:47]1[CH:52]=[CH:51][CH:50]=[CH:49][CH:48]=1, predict the reaction product. The product is: [CH2:46]([N:19]1[C:15]([CH:14]([NH:20][C:21]([N:23]2[CH2:24][CH2:25][CH:26]([N:29]3[CH2:38][C:37]4[C:32](=[CH:33][CH:34]=[CH:35][CH:36]=4)[NH:31][C:30]3=[O:39])[CH2:27][CH2:28]2)=[O:22])[CH2:13][C:5]2[CH:6]=[C:7]3[C:11](=[C:3]([CH2:1][CH3:2])[CH:4]=2)[NH:10][N:9]=[C:8]3[CH3:12])=[N:16][N:17]=[N:18]1)[C:47]1[CH:52]=[CH:51][CH:50]=[CH:49][CH:48]=1. (3) The product is: [OH:8][CH2:9][CH2:10][N:11]1[CH:15]=[C:14]([N:16]2[CH:21]=[CH:20][C:19](=[O:22])[C:18]([CH2:23][C:25]3[CH:26]=[C:27]([NH:31][C:32](=[O:36])[O:33][CH2:34][CH3:35])[CH:28]=[CH:29][CH:30]=3)=[N:17]2)[CH:13]=[N:12]1. Given the reactants C([O:8][CH2:9][CH2:10][N:11]1[CH:15]=[C:14]([N:16]2[CH:21]=[CH:20][C:19](=[O:22])[C:18]([C:23]([C:25]3[CH:26]=[C:27]([NH:31][C:32](=[O:36])[O:33][CH2:34][CH3:35])[CH:28]=[CH:29][CH:30]=3)=O)=[N:17]2)[CH:13]=[N:12]1)C1C=CC=CC=1, predict the reaction product. (4) Given the reactants [NH2:1][C:2]1[N:7]=[C:6]([Cl:8])[C:5]([CH:9]=O)=[C:4](Cl)[N:3]=1.[C:12]([O:16][CH3:17])(=[O:15])[CH2:13][SH:14].C(=O)([O-])[O-].[K+].[K+], predict the reaction product. The product is: [NH2:1][C:2]1[N:7]=[C:6]([Cl:8])[C:5]2[CH:9]=[C:13]([C:12]([O:16][CH3:17])=[O:15])[S:14][C:4]=2[N:3]=1.